Dataset: Peptide-MHC class I binding affinity with 185,985 pairs from IEDB/IMGT. Task: Regression. Given a peptide amino acid sequence and an MHC pseudo amino acid sequence, predict their binding affinity value. This is MHC class I binding data. (1) The peptide sequence is MAGVEVRYI. The MHC is HLA-A02:02 with pseudo-sequence HLA-A02:02. The binding affinity (normalized) is 0.475. (2) The peptide sequence is TSNWTGNYF. The MHC is HLA-B15:03 with pseudo-sequence HLA-B15:03. The binding affinity (normalized) is 0.372. (3) The peptide sequence is DVSVSVGTGI. The MHC is HLA-A02:06 with pseudo-sequence HLA-A02:06. The binding affinity (normalized) is 0.0752.